Dataset: NCI-60 drug combinations with 297,098 pairs across 59 cell lines. Task: Regression. Given two drug SMILES strings and cell line genomic features, predict the synergy score measuring deviation from expected non-interaction effect. (1) Drug 1: C1CN1P(=S)(N2CC2)N3CC3. Drug 2: C1=CC=C(C(=C1)C(C2=CC=C(C=C2)Cl)C(Cl)Cl)Cl. Cell line: UACC62. Synergy scores: CSS=22.0, Synergy_ZIP=-7.27, Synergy_Bliss=0.898, Synergy_Loewe=-12.1, Synergy_HSA=1.12. (2) Drug 1: CN1C(=O)N2C=NC(=C2N=N1)C(=O)N. Drug 2: C1=CC=C(C(=C1)C(C2=CC=C(C=C2)Cl)C(Cl)Cl)Cl. Cell line: SK-MEL-5. Synergy scores: CSS=7.25, Synergy_ZIP=-5.16, Synergy_Bliss=-5.42, Synergy_Loewe=-1.89, Synergy_HSA=-1.45. (3) Cell line: HCT-15. Synergy scores: CSS=38.8, Synergy_ZIP=0.374, Synergy_Bliss=5.96, Synergy_Loewe=-1.51, Synergy_HSA=5.90. Drug 1: CC1C(C(CC(O1)OC2CC(CC3=C2C(=C4C(=C3O)C(=O)C5=C(C4=O)C(=CC=C5)OC)O)(C(=O)C)O)N)O.Cl. Drug 2: CNC(=O)C1=NC=CC(=C1)OC2=CC=C(C=C2)NC(=O)NC3=CC(=C(C=C3)Cl)C(F)(F)F. (4) Drug 1: C1=CN(C(=O)N=C1N)C2C(C(C(O2)CO)O)O.Cl. Drug 2: CN(CCCl)CCCl.Cl. Cell line: NCI-H226. Synergy scores: CSS=2.76, Synergy_ZIP=-1.38, Synergy_Bliss=0.356, Synergy_Loewe=-1.06, Synergy_HSA=-0.100. (5) Drug 1: C1=CC(=CC=C1CCCC(=O)O)N(CCCl)CCCl. Drug 2: CC1=C(C(CCC1)(C)C)C=CC(=CC=CC(=CC(=O)O)C)C. Cell line: NCI-H460. Synergy scores: CSS=31.3, Synergy_ZIP=-1.68, Synergy_Bliss=-2.14, Synergy_Loewe=-2.66, Synergy_HSA=-1.02. (6) Drug 1: CC(CN1CC(=O)NC(=O)C1)N2CC(=O)NC(=O)C2. Drug 2: CC1=CC2C(CCC3(C2CCC3(C(=O)C)OC(=O)C)C)C4(C1=CC(=O)CC4)C. Cell line: MALME-3M. Synergy scores: CSS=14.7, Synergy_ZIP=-0.643, Synergy_Bliss=10.4, Synergy_Loewe=5.23, Synergy_HSA=6.31. (7) Drug 1: CC1C(C(CC(O1)OC2CC(CC3=C2C(=C4C(=C3O)C(=O)C5=C(C4=O)C(=CC=C5)OC)O)(C(=O)CO)O)N)O.Cl. Drug 2: C1CC(=O)NC(=O)C1N2CC3=C(C2=O)C=CC=C3N. Cell line: SN12C. Synergy scores: CSS=0.834, Synergy_ZIP=0.557, Synergy_Bliss=5.68, Synergy_Loewe=4.85, Synergy_HSA=4.00.